This data is from Peptide-MHC class II binding affinity with 134,281 pairs from IEDB. The task is: Regression. Given a peptide amino acid sequence and an MHC pseudo amino acid sequence, predict their binding affinity value. This is MHC class II binding data. (1) The peptide sequence is FSGVAATESAYLAYR. The MHC is HLA-DPA10103-DPB10401 with pseudo-sequence HLA-DPA10103-DPB10401. The binding affinity (normalized) is 0.328. (2) The peptide sequence is MMLVSVAGRVDGLELK. The MHC is DRB1_0404 with pseudo-sequence DRB1_0404. The binding affinity (normalized) is 0.547.